This data is from Peptide-MHC class II binding affinity with 134,281 pairs from IEDB. The task is: Regression. Given a peptide amino acid sequence and an MHC pseudo amino acid sequence, predict their binding affinity value. This is MHC class II binding data. (1) The MHC is HLA-DPA10103-DPB10401 with pseudo-sequence HLA-DPA10103-DPB10401. The peptide sequence is VFLGSAYGIPKVPPG. The binding affinity (normalized) is 0.371. (2) The peptide sequence is IDTKCYKLEHPVT. The MHC is DRB1_1501 with pseudo-sequence DRB1_1501. The binding affinity (normalized) is 0. (3) The peptide sequence is SEELRSLYNTVATLYCVHQ. The MHC is DRB1_1101 with pseudo-sequence DRB1_1101. The binding affinity (normalized) is 0.355. (4) The peptide sequence is RKAGKSVVVLNRKTF. The MHC is HLA-DQA10501-DQB10303 with pseudo-sequence HLA-DQA10501-DQB10303. The binding affinity (normalized) is 0.304. (5) The peptide sequence is SQDLELSWNLNGLHAY. The MHC is HLA-DQA10301-DQB10302 with pseudo-sequence HLA-DQA10301-DQB10302. The binding affinity (normalized) is 0.294. (6) The peptide sequence is YDKFLANVSTFLTGK. The MHC is DRB1_0405 with pseudo-sequence DRB1_0405. The binding affinity (normalized) is 0.550. (7) The peptide sequence is QVTFTVQKGSDPKKL. The MHC is DRB1_1101 with pseudo-sequence DRB1_1101. The binding affinity (normalized) is 0.323. (8) The peptide sequence is AFILDGDNEFPKV. The MHC is DRB1_0401 with pseudo-sequence DRB1_0401. The binding affinity (normalized) is 0.657. (9) The peptide sequence is ISKESATVAVRRGRS. The MHC is H-2-IAd with pseudo-sequence H-2-IAd. The binding affinity (normalized) is 0.658. (10) The peptide sequence is ESKYFAATQFEPLAA. The MHC is DRB1_1001 with pseudo-sequence DRB1_1001. The binding affinity (normalized) is 0.628.